Dataset: Reaction yield outcomes from USPTO patents with 853,638 reactions. Task: Predict the reaction yield, written as a fraction of the theoretical maximum amount of product (1.0 means a 100% yield; for example, 0.34 means a 34% yield). (1) The reactants are CS(O[CH2:6][CH2:7][O:8][C:9]1[C:17]2[C:12](=[N:13][CH:14]=[N:15][C:16]=2[NH:18][C:19]2[CH:24]=[CH:23][C:22]([O:25][CH2:26][C:27]3[CH:32]=[CH:31][CH:30]=[CH:29][CH:28]=3)=[C:21]([CH3:33])[CH:20]=2)[NH:11][N:10]=1)(=O)=O.[CH3:34][O:35][CH:36]1[CH2:41][CH2:40][NH:39][CH2:38][CH2:37]1. No catalyst specified. The product is [CH2:26]([O:25][C:22]1[CH:23]=[CH:24][C:19]([NH:18][C:16]2[N:15]=[CH:14][N:13]=[C:12]3[NH:11][N:10]=[C:9]([O:8][CH2:7][CH2:6][N:39]4[CH2:40][CH2:41][CH:36]([O:35][CH3:34])[CH2:37][CH2:38]4)[C:17]=23)=[CH:20][C:21]=1[CH3:33])[C:27]1[CH:28]=[CH:29][CH:30]=[CH:31][CH:32]=1. The yield is 0.370. (2) The reactants are Cl[C:2]1[N:3]=[N:4][C:5]([O:8][CH3:9])=[CH:6][CH:7]=1.[CH3:10][C:11]([CH3:16])([CH3:15])[C:12]([NH2:14])=[O:13].C1C=CC(P(C2C(C3C(P(C4C=CC=CC=4)C4C=CC=CC=4)=CC=C4C=3C=CC=C4)=C3C(C=CC=C3)=CC=2)C2C=CC=CC=2)=CC=1.C([O-])([O-])=O.[Cs+].[Cs+]. The catalyst is O1CCOCC1.C1C=CC(/C=C/C(/C=C/C2C=CC=CC=2)=O)=CC=1.C1C=CC(/C=C/C(/C=C/C2C=CC=CC=2)=O)=CC=1.C1C=CC(/C=C/C(/C=C/C2C=CC=CC=2)=O)=CC=1.[Pd].[Pd]. The product is [CH3:9][O:8][C:5]1[N:4]=[N:3][C:2]([NH:14][C:12](=[O:13])[C:11]([CH3:16])([CH3:15])[CH3:10])=[CH:7][CH:6]=1. The yield is 0.460.